Token-level Classification. Given an antigen amino acid sequence, predict which amino acid positions are active epitope sites capable of antibody binding. Output is a list of indices for active positions. From a dataset of B-cell epitopes from IEDB database with 3,159 antigens for binding position prediction. (1) Given the antigen sequence: MGPRPSTKNPVPMMLTVRVALVLSCICPANSIDGRPLAAAGIVVTGDKAVNIYTSSQTGSIIVKLLPNLPKDKEACAKAPLDAYNRTLTTLLTPLGDSIRRIQESVTTSGGRRQKRFIGAIIGGVALGVATAAQITAAAALIQAKQNAANILRLKESIAATNEAVHEVTDGLSQLAVAVGKMQQFVNDQFNKTAQELGCIRIAQQVGVELNLYLTELTTVFGPQITSPALNKLTIQALYNLAGGNMDYLLTKLGVGNNQLSSLIGSGLITGNPILYDSQTQLLGIQVTLPSVGNLNNMRATYLETLSVSTTRGFASALVPKVVTQVGSVIEELDTSYCIETDLDLYCTRIVTFPMSPGIYSCLSGNTSACMYSKTEGALTTPYMTIKGSVIANCKMTTCRCVNPPGIISQNYGEAVSLIDKQSCNVLSLDGITLRLSGEFDATYQKNISIQDSQVIITGNLDISTELGNVNNSISNALNKLEESNSKLDKVNVKLTSTSA..., which amino acid positions are active epitope sites? The epitope positions are: [105, 106, 107, 108, 109, 110, 111, 112, 113]. The amino acids at these positions are: VTTSGGRRQ. (2) Given the antigen sequence: MNPLARRVERNRDEVRKLSQKNGNRFCIDCGIRGPLYVVTNFRVFVCSTCAALHRSLQHKVKGISMTEFTDEEVACLNVGGNDRAARVWLASYENNKPPHGSDIAVRDFIVSAFENMAYVNREELERFQNDLKAVGTGAPCCHLPHTMNLPLPEHGPQRPLTSLPPEQPTKEKPLPLEPPSSSTGLQDLSSAPRPQVELFEQSTPQTSSSAPVNVSAPTTDDDFFADFVAAAAPPASSVTADVPTTQRPLDGWLNSVTSGNPHVNIPVSIPPGVTMGPVPYSTSQPLSAGQMEYSPNMLSQPGFQGPFGVQQEGYGGMTRGNFFQPQPQPQPQPQPQQFQYAFSMGPPAGPNGVPYQAPTAQGQTPSGGSATLMNMCGVDFFQELPANPWGNFNSPESTKTEPVKTKSEPQNDAFASLDPFIGKW, which amino acid positions are active epitope sites? The epitope positions are: [322, 323, 324, 325, 326, 327, 328, 329, 330, 331, 332, 333, 334, 335, 336, 337, 338]. The amino acids at these positions are: FFQPQPQPQPQPQPQQF. (3) Given the antigen sequence: MQQPFNYPYPQIYWVDSSASSPWAPPGTVLPCPTSVPRRPGQRRPPPPPPPPPLPPPPPPPPLPPLPLPPLKKRGNHSTGLCLLVMFFMVLVALVGLGLGMFQLFHLQKELAELRESTSQMHTASSLEKQIGHPSPPPEKKELRKVAHLTGKSNSRSMPLEWEDTYGIVLLSGVKYKKGGLVINETGLYFVYSKVYFRGQSCNNLPLSHKVYMRNSKYPQDLVMMEGKMMSYCTTGQMWARSSYLGAVFNLTSADHLYVNVSELSLVNFEESQTFFGLYKL, which amino acid positions are active epitope sites? The epitope positions are: [164, 165, 166, 167, 168, 169, 170, 171, 172, 173]. The amino acids at these positions are: TYGIVLLSGV.